From a dataset of Full USPTO retrosynthesis dataset with 1.9M reactions from patents (1976-2016). Predict the reactants needed to synthesize the given product. (1) Given the product [C:23]([C:21]1[CH:22]=[C:13]([C:12]#[C:11][C:8]2[CH:9]=[CH:10][C:5]([CH2:4][C:3]([OH:34])=[O:2])=[C:6]([F:33])[CH:7]=2)[CH:14]=[C:15]2[C:20]=1[O:19][C:18]([CH3:29])([CH3:30])[CH2:17][C:16]2([CH3:32])[CH3:31])#[CH:24], predict the reactants needed to synthesize it. The reactants are: C[O:2][C:3](=[O:34])[CH2:4][C:5]1[CH:10]=[CH:9][C:8]([C:11]#[C:12][C:13]2[CH:14]=[C:15]3[C:20](=[C:21]([C:23]#[C:24][Si](C)(C)C)[CH:22]=2)[O:19][C:18]([CH3:30])([CH3:29])[CH2:17][C:16]3([CH3:32])[CH3:31])=[CH:7][C:6]=1[F:33].CO.O1CCCC1.O.[OH-].[Li+]. (2) Given the product [CH3:18][C@H:19]1[CH2:24][CH2:23][NH:22][CH2:21][C@H:20]1[C:25]([O:27][CH3:28])=[O:26], predict the reactants needed to synthesize it. The reactants are: C(=O)(O)[O-].[Na+].C(N[C@H](C(O)=O)CC(C)C)(=O)C.[CH3:18][C@H:19]1[CH2:24][CH2:23][NH:22][CH2:21][C@H:20]1[C:25]([O:27][CH3:28])=[O:26]. (3) The reactants are: [Cl:1][C:2]1[CH:10]=[C:9]([O:11][CH2:12][C:13]([F:16])([F:15])[F:14])[CH:8]=[CH:7][C:3]=1[C:4](O)=[O:5].CN1CCCC1=O.S(Cl)([Cl:26])=O. Given the product [Cl:1][C:2]1[CH:10]=[C:9]([O:11][CH2:12][C:13]([F:16])([F:15])[F:14])[CH:8]=[CH:7][C:3]=1[C:4]([Cl:26])=[O:5], predict the reactants needed to synthesize it.